From a dataset of Antibody developability classification from SAbDab with 2,409 antibodies. Regression/Classification. Given an antibody's heavy chain and light chain sequences, predict its developability. TAP uses regression for 5 developability metrics; SAbDab uses binary classification. (1) The antibody is ['EVQLVQSGAEVKKPGASVKVSCKASGYTFTDYNMHWVRQAPGQRLEWMGDIYPYNGGTGYNQKFKGRVTITRDTSASTAYMELSSLRSEDTAVYYCARGGWHAMDSWGQGTLVTVSS', 'DIVMTQSPLSLPVTPGEPASISCRSRQSIVHTNRYTYLAWYLQKPGQSPQLLIYKVSNRFSGVPDRFSGSGSGTDFTLKISRVEAEDVGVYYCFQGSHVPYTFGGGTKLEIK']. Result: 0 (not developable). (2) The antibody is ['QEQLVESGGGVVQPGGSLRLSCLASGFTFHKYGMHWVRQAPGKGLEWVALISDDGMRKYHSDSMWGRVTISRDNSKNTLYLQFSSLKVEDTAMFFCAREAGGPIWHDDVKYYDFNDGYYNYHYMDVWGKGTTVTVSS', 'ALTQPASVSGSPGQTITISCNGTSSDVGGFDSVSWYQQSPGKAPKVMVFDVSHRPSGISNRFSGSKSGNTASLTISGLHIEDEGDYFCSSLTDRSHRIFGGGTKVTVL']. Result: 0 (not developable). (3) Result: 1 (developable). The antibody is ['QVQLQESGPGLVKPSETLSLTCTVSGGSVSSGSSYWTWIRQTPGKGLEWIGYTSYSGSTKYNPSLKSRVTLSVDMSKNQFSLKLKSVTAADTAVYFCARDRFDVASGSSFDFWGQGTLVTVSS', 'EIVMTQTPSSLSASVGDRVTITCRASQSISNYLNWYQQKPGTAPKLLTYAASSLGSGVPSRFSGSGSGTDLTLTISSLRPEDFATYYCQQSYGSPTFGQGTKLEIR']. (4) The antibody is ['EVKLVESGGGLVKPGGSLKLSCAASGFAFSSYDMSWFCQTPEKRLEWVASISSGGSYTYYPDSVKGRFTISRDNARNTLYLQMNSLRSEDTALYYCARDYDYGVDYWGQGTSVTVSS', 'DVVMTQTPLTLSVTIGQPASISCKSGQSLLYSDGKTYLNWLLQRPGQSPKRLIYLVSKLDSGVPDRFTGSGSGTDFTLKISRVEAEDLGIYYCWQGTHFPRTFGGGTKLEIK']. Result: 0 (not developable). (5) The antibody is ['QVQLQESGPSLVKPSQTLSLTCTVSGFSLSSYSVSWVRQAPGKTLEWLGDASNGGIIYYNPALKSRLGITRDNSKSQVSLSLNTITPEDTATYYCAKCSVGDSGSYACTGRKGEYVDAWGQGLLVTVSS', 'QAVLTQPPSVSGSLGQRVSITCSGSSSNIGRWGVNWYQQVPGSGLRTIIYYESSRPSGVPDRFSGSKSGNTATLTISSLQAEDEADYFCATGDYNIAVFGSGTTLIVM']. Result: 0 (not developable). (6) The antibody is ['QVQLVQSGAEVKKPGASVKLSCKASGYTFTAYSMHWVRQAPGQSLEWLGWINTAIGNTQYSQKFQDRVTITRDTSARTSYMELSSLRSGDTAVYFCARGASWDARGWSGYWGKGTLVTVSS', 'DIQMTQSPDSLAVSLGERATINCKSSQSVFSSSTNKNYLAWYQQKPGQPPKVLIYWSSTRESGVPDRFSASGSGTDFTLTISSLQAADVAVYYCHQYYTAPWTFGQGTKVEIK']. Result: 1 (developable). (7) The antibody is ['QVQLVQSGAEVKKPGASVKVSCQASGYRFSNFVIHWVRQAPGQRFEWMGWINPYNGNKEFSAKFQDRVTFTADTSANTAYMELRSLRSADTAVYYCARVGPYSWDDSPQDNYYMDVWGKGTTVIVSS', 'EIVLTQSPGTLSLSPGERATFSCRSSHSIRSRRVAWYQHKPGQAPRLVIHGVSNRASGISDRFSGSGSGTDFTLTITRVEPEDFALYYCQVYGASSYTFGQGTKLERK']. Result: 1 (developable).